This data is from Full USPTO retrosynthesis dataset with 1.9M reactions from patents (1976-2016). The task is: Predict the reactants needed to synthesize the given product. (1) Given the product [F:11][C:10]([F:13])([F:12])[C:9]([NH:8][C:5]1[CH:4]=[C:3]2[C:2]([CH:1]=[C:16]([C:17]([F:20])([F:19])[F:18])[NH:15]2)=[CH:7][CH:6]=1)=[O:14], predict the reactants needed to synthesize it. The reactants are: [CH3:1][C:2]1[CH:7]=[CH:6][C:5]([NH:8][C:9](=[O:14])[C:10]([F:13])([F:12])[F:11])=[CH:4][C:3]=1[NH:15][C:16](=O)[C:17]([F:20])([F:19])[F:18].C1C(=O)N(Br)C(=O)C1.C1C=CC(P(C2C=CC=CC=2)C2C=CC=CC=2)=CC=1. (2) Given the product [Br:1][C:2]1[C:3]([CH3:19])=[C:4]2[C:5]([CH:11]=[CH:10][C:9](=[O:18])[NH:8]2)=[CH:6][CH:7]=1, predict the reactants needed to synthesize it. The reactants are: [Br:1][C:2]1[C:3]([CH3:19])=[C:4]([NH:8][C:9](=[O:18])/[CH:10]=[CH:11]/C2C=CC=CC=2)[CH:5]=[CH:6][CH:7]=1.[Cl-].[Cl-].[Cl-].[Al+3].